Dataset: Reaction yield outcomes from USPTO patents with 853,638 reactions. Task: Predict the reaction yield, written as a fraction of the theoretical maximum amount of product (1.0 means a 100% yield; for example, 0.34 means a 34% yield). The reactants are [Br:1][C:2]1[C:3]([CH2:22][OH:23])=[C:4]([NH:8][CH2:9][C:10]2[CH:14]=[C:13]([C:15]([CH3:18])([CH3:17])[CH3:16])[S:12][C:11]=2[C:19](O)=[O:20])[CH:5]=[CH:6][CH:7]=1.C(N(CC)CC)C.CN(C=O)C.F[P-](F)(F)(F)(F)F.N1(O[P+](N(C)C)(N(C)C)N(C)C)C2C=CC=CC=2N=N1. The catalyst is O. The product is [Br:1][C:2]1[C:3]([CH2:22][OH:23])=[C:4]([N:8]2[C:19](=[O:20])[C:11]3[S:12][C:13]([C:15]([CH3:18])([CH3:17])[CH3:16])=[CH:14][C:10]=3[CH2:9]2)[CH:5]=[CH:6][CH:7]=1. The yield is 0.600.